This data is from Catalyst prediction with 721,799 reactions and 888 catalyst types from USPTO. The task is: Predict which catalyst facilitates the given reaction. (1) Product: [NH2:22][CH2:21][CH2:20][NH:23][C:2]1[N:7]=[N:6][C:5]([C:8]([NH2:10])=[O:9])=[C:4]([NH:11][C:12]2[CH:17]=[CH:16][C:15]([CH3:18])=[C:14]([CH3:19])[N:13]=2)[CH:3]=1. The catalyst class is: 37. Reactant: Cl[C:2]1[N:7]=[N:6][C:5]([C:8]([NH2:10])=[O:9])=[C:4]([NH:11][C:12]2[CH:17]=[CH:16][C:15]([CH3:18])=[C:14]([CH3:19])[N:13]=2)[CH:3]=1.[CH2:20]([NH2:23])[CH2:21][NH2:22]. (2) The catalyst class is: 24. Reactant: [Cl:1][C:2]1[CH:20]=[C:19]([Cl:21])[C:18]([O:22][C:23]#[C:24][CH3:25])=[CH:17][C:3]=1[NH:4][C:5]([N:7]1[N:12]([C:13](OC)=[O:14])[CH2:11][CH2:10][O:9][CH2:8]1)=[S:6].C(N(CC)CC)C. Product: [Cl:1][C:2]1[CH:20]=[C:19]([Cl:21])[C:18]([O:22][C:23]#[C:24][CH3:25])=[CH:17][C:3]=1[N:4]1[C:5](=[S:6])[N:7]2[CH2:8][O:9][CH2:10][CH2:11][N:12]2[C:13]1=[O:14].